The task is: Regression. Given two drug SMILES strings and cell line genomic features, predict the synergy score measuring deviation from expected non-interaction effect.. This data is from NCI-60 drug combinations with 297,098 pairs across 59 cell lines. Drug 1: C1=CN(C(=O)N=C1N)C2C(C(C(O2)CO)O)O.Cl. Drug 2: CC1CCC2CC(C(=CC=CC=CC(CC(C(=O)C(C(C(=CC(C(=O)CC(OC(=O)C3CCCCN3C(=O)C(=O)C1(O2)O)C(C)CC4CCC(C(C4)OC)O)C)C)O)OC)C)C)C)OC. Cell line: MDA-MB-231. Synergy scores: CSS=12.9, Synergy_ZIP=4.82, Synergy_Bliss=8.18, Synergy_Loewe=4.09, Synergy_HSA=6.19.